From a dataset of Catalyst prediction with 721,799 reactions and 888 catalyst types from USPTO. Predict which catalyst facilitates the given reaction. (1) Reactant: [CH3:1][S:2]([C:5]1[CH:23]=[CH:22][C:8]([CH:9]=[C:10]2[C:19]3[C:14](=[CH:15][CH:16]=[CH:17][CH:18]=3)[CH2:13][CH2:12]/[C:11]/2=[N:20]\[OH:21])=[CH:7][CH:6]=1)(=[O:4])=[O:3].[CH2:24](Br)[C:25]1[CH:30]=[CH:29][CH:28]=[CH:27][CH:26]=1.C(=O)([O-])[O-].[K+].[K+].CN(C)C=O. Product: [CH2:24]([O:21]/[N:20]=[C:11]1/[C:10](=[CH:9][C:8]2[CH:7]=[CH:6][C:5]([S:2]([CH3:1])(=[O:4])=[O:3])=[CH:23][CH:22]=2)[C:19]2[C:14]([CH2:13][CH2:12]/1)=[CH:15][CH:16]=[CH:17][CH:18]=2)[C:25]1[CH:30]=[CH:29][CH:28]=[CH:27][CH:26]=1. The catalyst class is: 46. (2) Reactant: [CH:1]1([N:6]2[C:11]3[N:12]=[C:13]([S:16][CH3:17])[N:14]=[CH:15][C:10]=3[CH:9]=[CH:8][C:7]2=[O:18])[CH2:5][CH2:4][CH2:3][CH2:2]1.C1C=C(Cl)C=C(C(OO)=[O:27])C=1. Product: [CH:1]1([N:6]2[C:11]3[N:12]=[C:13]([S:16]([CH3:17])=[O:27])[N:14]=[CH:15][C:10]=3[CH:9]=[CH:8][C:7]2=[O:18])[CH2:2][CH2:3][CH2:4][CH2:5]1. The catalyst class is: 2. (3) The catalyst class is: 106. Reactant: [CH2:1]([O:3][C:4](=[O:11])[CH:5](Cl)[C:6](=O)[CH2:7][CH3:8])[CH3:2].[CH:12]([O-:14])=O.[NH4+:15]. Product: [CH2:1]([O:3][C:4]([C:5]1[O:14][CH:12]=[N:15][C:6]=1[CH2:7][CH3:8])=[O:11])[CH3:2]. (4) Reactant: F[C:2]1[CH:7]=[CH:6][C:5]([N+:8]([O-:10])=[O:9])=[CH:4][CH:3]=1.[CH3:11][CH:12]1[CH2:16][CH2:15][CH:14]([CH3:17])[NH:13]1.C(=O)([O-])[O-].[K+].[K+]. Product: [CH3:11][CH:12]1[CH2:16][CH2:15][CH:14]([CH3:17])[N:13]1[C:2]1[CH:7]=[CH:6][C:5]([N+:8]([O-:10])=[O:9])=[CH:4][CH:3]=1. The catalyst class is: 16. (5) Reactant: [CH3:1][O-:2].[Na+].[Br:4][C:5]1[CH:12]=[CH:11][C:8]([CH:9]=[O:10])=[C:7](F)[C:6]=1[F:14]. Product: [Br:4][C:5]1[CH:12]=[CH:11][C:8]([CH:9]=[O:10])=[C:7]([O:2][CH3:1])[C:6]=1[F:14]. The catalyst class is: 5. (6) Reactant: [CH2:1]([C:3]1[C:4]2[CH2:17][CH2:16][N:15]([C:18]([O:20][C:21]([CH3:24])([CH3:23])[CH3:22])=[O:19])[CH2:14][CH2:13][C:5]=2[CH:6]=[C:7]2[C:12]=1[NH:11][CH2:10][CH2:9][CH2:8]2)[CH3:2].[CH2:25]([O:29][CH3:30])[CH:26]1[O:28][CH2:27]1.FC(F)(F)S([O-])(=O)=O.[Yb+3].FC(F)(F)S([O-])(=O)=O.FC(F)(F)S([O-])(=O)=O.C(=O)(O)[O-].[Na+]. Product: [CH2:1]([C:3]1[C:4]2[CH2:17][CH2:16][N:15]([C:18]([O:20][C:21]([CH3:23])([CH3:22])[CH3:24])=[O:19])[CH2:14][CH2:13][C:5]=2[CH:6]=[C:7]2[C:12]=1[N:11]([CH2:27][CH:26]([OH:28])[CH2:25][O:29][CH3:30])[CH2:10][CH2:9][CH2:8]2)[CH3:2]. The catalyst class is: 290. (7) Reactant: [F:1][C:2]([F:15])([F:14])[O:3][C:4]1[CH:13]=[CH:12][C:7]2[N:8]=[C:9]([NH2:11])[S:10][C:6]=2[CH:5]=1.[C:16]1(=[O:22])[O:21][C:19](=[O:20])[CH2:18][CH2:17]1.C(N(CC)CC)C.CN(C)C=O. Product: [F:15][C:2]([F:1])([F:14])[O:3][C:4]1[CH:13]=[CH:12][C:7]2[N:8]=[C:9]([NH:11][C:16](=[O:22])[CH2:17][CH2:18][C:19]([OH:21])=[O:20])[S:10][C:6]=2[CH:5]=1. The catalyst class is: 7.